This data is from Forward reaction prediction with 1.9M reactions from USPTO patents (1976-2016). The task is: Predict the product of the given reaction. (1) Given the reactants [CH2:1]([NH2:3])[CH3:2].[N:4]1[C:13]2[C:8](=[CH:9][CH:10]=[CH:11][CH:12]=2)[CH:7]=[C:6]([CH:14]=O)[CH:5]=1, predict the reaction product. The product is: [CH2:1]([NH:3][CH2:14][C:6]1[CH:5]=[N:4][C:13]2[C:8]([CH:7]=1)=[CH:9][CH:10]=[CH:11][CH:12]=2)[CH3:2]. (2) Given the reactants [CH2:1]([C:3]1[C:11]2[C:6](=[N:7][CH:8]=[C:9]([CH2:12][NH2:13])[N:10]=2)[N:5]([CH2:14][O:15][CH2:16][CH2:17][Si:18]([CH3:21])([CH3:20])[CH3:19])[C:4]=1[C:22]1[CH:27]=[CH:26][C:25]([C:28]2([CH3:33])[O:32][CH2:31][CH2:30][O:29]2)=[CH:24][CH:23]=1)[CH3:2].[CH:34](OCC)=[O:35], predict the reaction product. The product is: [CH2:1]([C:3]1[C:11]2[C:6](=[N:7][CH:8]=[C:9]([CH2:12][NH:13][CH:34]=[O:35])[N:10]=2)[N:5]([CH2:14][O:15][CH2:16][CH2:17][Si:18]([CH3:21])([CH3:20])[CH3:19])[C:4]=1[C:22]1[CH:23]=[CH:24][C:25]([C:28]2([CH3:33])[O:32][CH2:31][CH2:30][O:29]2)=[CH:26][CH:27]=1)[CH3:2]. (3) Given the reactants [Cl:1][C:2]1[N:3]=[C:4](Cl)[C:5]2[S:10][CH2:9][CH2:8][C:6]=2[N:7]=1.C(N(C(C)C)CC)(C)C.[NH2:21][C@H:22]([CH:25]([CH3:27])[CH3:26])[CH2:23][OH:24], predict the reaction product. The product is: [Cl:1][C:2]1[N:3]=[C:4]([NH:21][C@H:22]([CH:25]([CH3:27])[CH3:26])[CH2:23][OH:24])[C:5]2[S:10][CH2:9][CH2:8][C:6]=2[N:7]=1. (4) Given the reactants [OH:1][C:2]1[CH:10]=[CH:9][C:8]2[N:7]3[CH2:11][CH2:12][CH:13]([CH2:14][C:15]([O:17]C(C)(C)C)=[O:16])[C:6]3=[CH:5][C:4]=2[CH:3]=1.Cl[CH2:23][C:24]1[CH:25]=[CH:26][C:27]([O:32][CH3:33])=[C:28]([CH:31]=1)[C:29]#[N:30], predict the reaction product. The product is: [C:29]([C:28]1[CH:31]=[C:24]([CH:25]=[CH:26][C:27]=1[O:32][CH3:33])[CH2:23][O:1][C:2]1[CH:10]=[CH:9][C:8]2[N:7]3[CH2:11][CH2:12][CH:13]([CH2:14][C:15]([OH:17])=[O:16])[C:6]3=[CH:5][C:4]=2[CH:3]=1)#[N:30]. (5) Given the reactants [CH3:1][C:2]1([CH3:21])[C:6](=[O:7])[N:5]([C:8]2[CH:15]=[CH:14][C:11]([C:12]#[N:13])=[C:10]([C:16]([F:19])([F:18])[F:17])[CH:9]=2)[C:4](=[O:20])[NH:3]1.[Br:22][C:23]1[CH:30]=[C:29]([Cl:31])[CH:28]=[C:27]([Cl:32])[C:24]=1[CH2:25]Br, predict the reaction product. The product is: [Br:22][C:23]1[CH:30]=[C:29]([Cl:31])[CH:28]=[C:27]([Cl:32])[C:24]=1[CH2:25][N:3]1[C:2]([CH3:21])([CH3:1])[C:6](=[O:7])[N:5]([C:8]2[CH:15]=[CH:14][C:11]([C:12]#[N:13])=[C:10]([C:16]([F:19])([F:17])[F:18])[CH:9]=2)[C:4]1=[O:20].